Dataset: Peptide-MHC class I binding affinity with 185,985 pairs from IEDB/IMGT. Task: Regression. Given a peptide amino acid sequence and an MHC pseudo amino acid sequence, predict their binding affinity value. This is MHC class I binding data. (1) The peptide sequence is RRFDTFKAF. The MHC is HLA-B08:02 with pseudo-sequence HLA-B08:02. The binding affinity (normalized) is 0.0847. (2) The peptide sequence is HSPYFPCF. The MHC is Mamu-A01 with pseudo-sequence Mamu-A01. The binding affinity (normalized) is 0.725. (3) The peptide sequence is NFSIIELPY. The MHC is HLA-A11:01 with pseudo-sequence HLA-A11:01. The binding affinity (normalized) is 0.355. (4) The peptide sequence is FPVTPQVPL. The MHC is HLA-A31:01 with pseudo-sequence HLA-A31:01. The binding affinity (normalized) is 0. (5) The peptide sequence is FRYNGLIHR. The MHC is HLA-A01:01 with pseudo-sequence HLA-A01:01. The binding affinity (normalized) is 0.0517. (6) The peptide sequence is MRHNSREPY. The MHC is HLA-A02:16 with pseudo-sequence HLA-A02:16. The binding affinity (normalized) is 0.0847. (7) The peptide sequence is LFNSHRISHF. The MHC is HLA-A30:02 with pseudo-sequence HLA-A30:02. The binding affinity (normalized) is 0.197. (8) The binding affinity (normalized) is 0.0847. The MHC is HLA-A02:03 with pseudo-sequence HLA-A02:03. The peptide sequence is EELKSLFNTV. (9) The peptide sequence is ITLFPSYQL. The MHC is HLA-A24:03 with pseudo-sequence HLA-A24:03. The binding affinity (normalized) is 0.0847.